Task: Predict the reaction yield, written as a fraction of the theoretical maximum amount of product (1.0 means a 100% yield; for example, 0.34 means a 34% yield).. Dataset: Reaction yield outcomes from USPTO patents with 853,638 reactions (1) The reactants are [C:1]([OH:7])(=[O:6])[CH2:2][C:3]([OH:5])=[O:4].[CH2:8]([K])[CH3:9].[Mg+2].[Cl-].[Cl-].[CH:14]1([CH2:20][CH:21]2[CH2:26][CH:25]([C:27]([OH:29])=O)[CH2:24][CH2:23][N:22]2[C:30]([O:32][CH3:33])=[O:31])[CH2:19][CH2:18][CH2:17][CH2:16][CH2:15]1.C(N1C=CN=C1)(N1[CH:40]=[CH:39]N=C1)=O. The catalyst is C1COCC1. The product is [CH:14]1([CH2:20][C@H:21]2[CH2:26][C@H:25]([C:3](=[O:5])[CH2:2][C:1]([O:7][CH2:8][CH3:9])=[O:6])[CH2:24][CH2:23][N:22]2[C:30]([O:32][CH3:33])=[O:31])[CH2:15][CH2:16][CH2:17][CH2:18][CH2:19]1.[CH:14]1([CH2:20][C@H:21]2[CH2:26][C@@H:25]([C:27](=[O:29])[CH2:2][C:3]([O:5][CH2:39][CH3:40])=[O:4])[CH2:24][CH2:23][N:22]2[C:30]([O:32][CH3:33])=[O:31])[CH2:15][CH2:16][CH2:17][CH2:18][CH2:19]1. The yield is 0.160. (2) The reactants are C([O:3][C:4](=O)[CH2:5][CH2:6][CH2:7][CH2:8][CH2:9][CH2:10][O:11][C:12]1[CH:17]=[CH:16][CH:15]=[CH:14][CH:13]=1)C.[H-].C([Al+]CC(C)C)C(C)C. The catalyst is C1COCC1. The product is [O:11]([CH2:10][CH2:9][CH2:8][CH2:7][CH2:6][CH2:5][CH:4]=[O:3])[C:12]1[CH:17]=[CH:16][CH:15]=[CH:14][CH:13]=1. The yield is 0.650. (3) The reactants are [Cl:1][C:2]1[C:3]([F:31])=[C:4]([CH:8]2[C:12]([C:15]3[CH:20]=[CH:19][C:18]([Cl:21])=[CH:17][C:16]=3[F:22])([C:13]#[N:14])[CH:11]([CH2:23][C:24]([CH3:27])([CH3:26])[CH3:25])[NH:10][CH:9]2[C:28]([OH:30])=O)[CH:5]=[CH:6][CH:7]=1.[NH2:32][C:33]1[CH:42]=[CH:41][C:36]([O:37][CH2:38][CH2:39][OH:40])=[CH:35][CH:34]=1.CN(C(ON1N=NC2C=CC=NC1=2)=[N+](C)C)C.F[P-](F)(F)(F)(F)F.CCN(C(C)C)C(C)C. The catalyst is C(Cl)Cl. The product is [OH:40][CH2:39][CH2:38][O:37][C:36]1[CH:41]=[CH:42][C:33]([NH:32][C:28]([CH:9]2[CH:8]([C:4]3[CH:5]=[CH:6][CH:7]=[C:2]([Cl:1])[C:3]=3[F:31])[C:12]([C:15]3[CH:20]=[CH:19][C:18]([Cl:21])=[CH:17][C:16]=3[F:22])([C:13]#[N:14])[CH:11]([CH2:23][C:24]([CH3:25])([CH3:27])[CH3:26])[NH:10]2)=[O:30])=[CH:34][CH:35]=1. The yield is 0.780. (4) The reactants are [Se:1]1[C:8]2[CH:7]=[C:6]([C:9]([O:11]C)=[O:10])[NH:5][C:4]=2[CH:3]=[CH:2]1.[OH-].[K+]. The catalyst is C1COCC1.O. The product is [Se:1]1[C:8]2[CH:7]=[C:6]([C:9]([OH:11])=[O:10])[NH:5][C:4]=2[CH:3]=[CH:2]1. The yield is 0.840. (5) The reactants are [CH2:1]([C:5]1[N:6]=[C:7]([CH3:27])[NH:8][C:9](=[O:26])[C:10]=1[CH2:11][C:12]1[CH:17]=[CH:16][C:15]([C:18]2[C:19]([C:24]#[N:25])=[CH:20][CH:21]=[CH:22][CH:23]=2)=[CH:14][CH:13]=1)[CH2:2][CH2:3][CH3:4].C(=O)([O-])[O-].[K+].[K+].Cl.Cl[CH2:36][C:37]1[CH:46]=[CH:45][C:44]2[C:39](=[CH:40][CH:41]=[CH:42][CH:43]=2)[N:38]=1.CN(C)C=O. The catalyst is C(OCC)(=O)C. The product is [CH2:1]([C:5]1[N:6]=[C:7]([CH3:27])[N:8]([CH2:36][C:37]2[CH:46]=[CH:45][C:44]3[C:39](=[CH:40][CH:41]=[CH:42][CH:43]=3)[N:38]=2)[C:9](=[O:26])[C:10]=1[CH2:11][C:12]1[CH:17]=[CH:16][C:15]([C:18]2[C:19]([C:24]#[N:25])=[CH:20][CH:21]=[CH:22][CH:23]=2)=[CH:14][CH:13]=1)[CH2:2][CH2:3][CH3:4]. The yield is 0.260.